Dataset: Forward reaction prediction with 1.9M reactions from USPTO patents (1976-2016). Task: Predict the product of the given reaction. (1) The product is: [Cl:24][C:11]1[C:10]2[C:5](=[CH:6][CH:7]=[CH:8][CH:9]=2)[N:4]=[C:3]([C:2]([F:21])([F:1])[C:14]2[CH:19]=[CH:18][C:17]([F:20])=[CH:16][N:15]=2)[N:12]=1. Given the reactants [F:1][C:2]([F:21])([C:14]1[CH:19]=[CH:18][C:17]([F:20])=[CH:16][N:15]=1)[C:3]1[N:12]=[C:11](O)[C:10]2[C:5](=[CH:6][CH:7]=[CH:8][CH:9]=2)[N:4]=1.P(Cl)(Cl)([Cl:24])=O, predict the reaction product. (2) Given the reactants [Cl:1][C:2]1[N:7]=[C:6]([NH:8][C@H:9]2[CH2:14][CH2:13][CH2:12][C@:11]([CH2:16][NH:17][C:18](=[O:20])[CH3:19])([OH:15])[CH2:10]2)[C:5]([F:21])=[CH:4][N:3]=1.[Cl:22][C:23]1[CH:24]=[C:25]2[C:31](B3OC(C)(C)C(C)(C)O3)=[CH:30][N:29](S(C3C=CC(C)=CC=3)(=O)=O)[C:26]2=[N:27][CH:28]=1.C(=O)([O-])[O-].[Na+].[Na+], predict the reaction product. The product is: [ClH:1].[Cl:22][C:23]1[CH:24]=[C:25]2[C:31]([C:2]3[N:7]=[C:6]([NH:8][C@H:9]4[CH2:14][CH2:13][CH2:12][C@:11]([CH2:16][NH:17][C:18](=[O:20])[CH3:19])([OH:15])[CH2:10]4)[C:5]([F:21])=[CH:4][N:3]=3)=[CH:30][NH:29][C:26]2=[N:27][CH:28]=1. (3) Given the reactants [CH3:1][Si:2]([C:5]#[CH:6])([CH3:4])[CH3:3].CC[Mg+].[Br-].CON(C)[C:14]([CH:16]1[CH2:21][CH2:20][N:19]([C:22]([O:24][C:25]([CH3:28])([CH3:27])[CH3:26])=[O:23])[CH2:18][CH2:17]1)=[O:15], predict the reaction product. The product is: [CH3:1][Si:2]([CH3:4])([CH3:3])[C:5]#[C:6][C:14]([CH:16]1[CH2:21][CH2:20][N:19]([C:22]([O:24][C:25]([CH3:28])([CH3:27])[CH3:26])=[O:23])[CH2:18][CH2:17]1)=[O:15]. (4) Given the reactants C1(P(C2C=CC=CC=2)C2C=CC=CC=2)C=CC=CC=1.[CH3:20][S:21]([C:24]1[CH:29]=[CH:28][C:27](B(O)O)=[CH:26][CH:25]=1)(=[O:23])=[O:22].Br[C:34]1[CH:39]=[CH:38][C:37]([C:40]2[O:41][C:42]([CH3:53])=[C:43]([CH2:45][CH2:46][N:47]3[CH2:51][CH2:50][C@@H:49]([OH:52])[CH2:48]3)[N:44]=2)=[CH:36][CH:35]=1.C(=O)([O-])[O-].[K+].[K+], predict the reaction product. The product is: [C:49]([OH:52])(=[O:22])[CH3:50].[OH:52][C@@H:49]1[CH2:50][CH2:51][N:47]([CH2:46][CH2:45][C:43]2[N:44]=[C:40]([C:37]3[CH:38]=[CH:39][C:34]([C:27]4[CH:28]=[CH:29][C:24]([S:21]([CH3:20])(=[O:23])=[O:22])=[CH:25][CH:26]=4)=[CH:35][CH:36]=3)[O:41][C:42]=2[CH3:53])[CH2:48]1. (5) The product is: [CH2:47]([N:48]([CH3:3])[CH2:49]/[CH:50]=[CH:51]/[C:10]1[CH:15]=[CH:14][C:13]([NH:16][C:17]([N:19]2[CH2:27][C:26]3[C:21](=[CH:22][CH:23]=[CH:24][CH:25]=3)[CH2:20]2)=[O:18])=[CH:12][CH:11]=1)[C:44]1[CH:43]=[CH:42][CH:41]=[CH:46][CH:45]=1. Given the reactants N1C=C[C:3](B(O)O)=N1.Br[C:10]1[CH:15]=[CH:14][C:13]([NH:16][C:17]([N:19]2[CH2:27][C:26]3[C:21](=[CH:22][CH:23]=[CH:24][CH:25]=3)[CH2:20]2)=[O:18])=[CH:12][CH:11]=1.BrC1C=C2C(=CC=1)CN(C(N[C:41]1[CH:46]=[CH:45][C:44]([C:47](=O)[NH:48][CH2:49][CH2:50][CH3:51])=[CH:43][CH:42]=1)=O)C2, predict the reaction product. (6) The product is: [Br:1][C:2]1[C:7]([F:8])=[C:6]2[C:5]([CH2:9][CH2:10][C:11]2=[O:13])=[C:4]([F:14])[CH:3]=1. Given the reactants [Br:1][C:2]1[C:7]([F:8])=[CH:6][C:5]([CH2:9][CH2:10][C:11]([OH:13])=O)=[C:4]([F:14])[CH:3]=1.O=S(Cl)Cl.[Al+3].[Cl-].[Cl-].[Cl-], predict the reaction product.